From a dataset of Reaction yield outcomes from USPTO patents with 853,638 reactions. Predict the reaction yield, written as a fraction of the theoretical maximum amount of product (1.0 means a 100% yield; for example, 0.34 means a 34% yield). (1) The reactants are [CH3:1][C:2]1[CH:11]=[C:10]([N:12]2[CH2:16][CH2:15][CH2:14][CH2:13]2)[C:9]2[C:4](=[CH:5][C:6]([OH:17])=[CH:7][CH:8]=2)[N:3]=1.[CH3:18][N:19]([CH3:26])[CH2:20][C:21]([CH3:25])([CH3:24])[CH2:22]O.C1(P(C2C=CC=CC=2)C2C=CC=CC=2)C=CC=CC=1.N(C(OCC)=O)=NC(OCC)=O. The catalyst is C1COCC1.C(Cl)Cl.CO.[NH4+].[OH-]. The product is [CH3:22][C:21]([CH3:25])([CH2:24][O:17][C:6]1[CH:5]=[C:4]2[C:9]([C:10]([N:12]3[CH2:16][CH2:15][CH2:14][CH2:13]3)=[CH:11][C:2]([CH3:1])=[N:3]2)=[CH:8][CH:7]=1)[CH2:20][N:19]([CH3:26])[CH3:18]. The yield is 0.230. (2) The yield is 0.770. The catalyst is CC(N(C)C)=O.CCOCC.O. The product is [F:1][C:2]1[CH:22]=[C:21]([F:23])[CH:20]=[CH:19][C:3]=1[O:4][C:5]1[CH:6]=[C:7]2[C:11](=[CH:12][C:13]=1[O:14][CH2:31][CH:32]1[CH2:34][O:33]1)[N:10]([CH2:15][CH:16]([CH3:18])[CH3:17])[N:9]=[CH:8]2. The reactants are [F:1][C:2]1[CH:22]=[C:21]([F:23])[CH:20]=[CH:19][C:3]=1[O:4][C:5]1[CH:6]=[C:7]2[C:11](=[CH:12][C:13]=1[OH:14])[N:10]([CH2:15][CH:16]([CH3:18])[CH3:17])[N:9]=[CH:8]2.C([O-])([O-])=O.[Cs+].[Cs+].Br[CH2:31][CH:32]1[CH2:34][O:33]1. (3) The reactants are O.[NH2:2][NH2:3].O=[C:5]([CH3:12])[CH2:6][C:7](OCC)=[O:8].[CH:13](=O)[C:14]1[CH:19]=[CH:18][CH:17]=[CH:16][CH:15]=1.[C:21](#[N:25])[CH2:22][C:23]#[N:24].N1CCCCC1. The catalyst is O. The product is [NH2:24][C:23]1[O:8][C:7]2=[N:2][NH:3][C:5]([CH3:12])=[C:6]2[CH:13]([C:14]2[CH:19]=[CH:18][CH:17]=[CH:16][CH:15]=2)[C:22]=1[C:21]#[N:25]. The yield is 0.290. (4) The reactants are [F:1][C:2]1[CH:3]=[C:4]2[C:8](=[CH:9][CH:10]=1)[N:7]([CH2:11][C:12]1[O:13][C:14]([C:17]([F:20])([F:19])[F:18])=[CH:15][CH:16]=1)[C:6](=[O:21])[C:5]2([C:24]1[C:29](O)=[CH:28][CH:27]=[C:26]([O:31][CH3:32])[N:25]=1)[CH2:22][OH:23].C(P(CCCC)CCCC)CCC.N(C(OCC)=O)=NC(OCC)=O. The catalyst is O1CCCC1. The product is [F:1][C:2]1[CH:3]=[C:4]2[C:8](=[CH:9][CH:10]=1)[N:7]([CH2:11][C:12]1[O:13][C:14]([C:17]([F:20])([F:18])[F:19])=[CH:15][CH:16]=1)[C:6](=[O:21])[C:5]12[C:24]2=[N:25][C:26]([O:31][CH3:32])=[CH:27][CH:28]=[C:29]2[O:23][CH2:22]1. The yield is 0.0540. (5) The reactants are [C:1]([C:3]1[CH:23]=[C:22]([F:24])[CH:21]=[CH:20][C:4]=1[O:5][C:6]1[CH:7]=[C:8]2[C:12](=[CH:13][CH:14]=1)[N:11]([CH2:15][C:16](OC)=[O:17])[N:10]=[CH:9]2)#[N:2].[BH4-].[Na+]. The catalyst is CO. The product is [F:24][C:22]1[CH:21]=[CH:20][C:4]([O:5][C:6]2[CH:7]=[C:8]3[C:12](=[CH:13][CH:14]=2)[N:11]([CH2:15][CH2:16][OH:17])[N:10]=[CH:9]3)=[C:3]([CH:23]=1)[C:1]#[N:2]. The yield is 0.943.